The task is: Predict the reaction yield, written as a fraction of the theoretical maximum amount of product (1.0 means a 100% yield; for example, 0.34 means a 34% yield).. This data is from Reaction yield outcomes from USPTO patents with 853,638 reactions. (1) The reactants are O.[OH-].[Li+].C([O:6][C:7]([C:9]1[N:10]=[N:11][C:12]([O:15][CH2:16][C:17]2[N:18]([CH3:29])[N:19]=[N:20][C:21]=2[C:22]2[CH:27]=[CH:26][C:25]([F:28])=[CH:24][CH:23]=2)=[CH:13][CH:14]=1)=[O:8])C. The catalyst is O.C1COCC1. The product is [F:28][C:25]1[CH:24]=[CH:23][C:22]([C:21]2[N:20]=[N:19][N:18]([CH3:29])[C:17]=2[CH2:16][O:15][C:12]2[N:11]=[N:10][C:9]([C:7]([OH:8])=[O:6])=[CH:14][CH:13]=2)=[CH:27][CH:26]=1. The yield is 0.990. (2) The reactants are [NH2:1][C:2]1[C:3]([C:8]([NH:10][CH2:11][CH:12]2[CH2:17][CH2:16][CH2:15][CH2:14][CH2:13]2)=[O:9])=[N:4][CH:5]=[CH:6][CH:7]=1.CCN(C(C)C)C(C)C.[C:27]1([C:40](Cl)=[O:41])[C:36]2[C:31](=[CH:32][CH:33]=[CH:34][CH:35]=2)[C:30]([C:37](Cl)=[O:38])=[CH:29][CH:28]=1.CC#N.C1C[O:49]CC1. The catalyst is [OH-].[Na+]. The product is [CH:12]1([CH2:11][NH:10][C:8]([C:3]2[C:2]([NH:1][C:40]([C:27]3[C:36]4[C:31](=[CH:32][CH:33]=[CH:34][CH:35]=4)[C:30]([C:37]([OH:49])=[O:38])=[CH:29][CH:28]=3)=[O:41])=[CH:7][CH:6]=[CH:5][N:4]=2)=[O:9])[CH2:17][CH2:16][CH2:15][CH2:14][CH2:13]1. The yield is 0.640. (3) The reactants are [Br:1][C:2]1[CH:3]=[C:4]2[C:9](=[CH:10][CH:11]=1)[N:8]=[CH:7][C:6]([C:12](=[O:16])[CH:13]([CH3:15])[CH3:14])=[C:5]2O.C(=O)(O)[O-].[Na+].C(OCC)(=O)C.P(Cl)(Cl)([Cl:31])=O. No catalyst specified. The product is [Br:1][C:2]1[CH:3]=[C:4]2[C:9](=[CH:10][CH:11]=1)[N:8]=[CH:7][C:6]([C:12](=[O:16])[CH:13]([CH3:15])[CH3:14])=[C:5]2[Cl:31]. The yield is 0.890. (4) The reactants are [NH2:1][C@H:2]([C:7]([OH:9])=[O:8])[CH2:3][C:4](=[O:6])[NH2:5].[CH:10](=[O:16])[CH2:11][CH2:12][CH2:13][CH2:14][CH3:15].[C:17](Cl)(=O)[CH2:18][CH2:19][CH2:20][CH2:21][CH3:22]. The catalyst is CO. The product is [C:10]([N:1]1[CH:2]([C:7]([OH:9])=[O:8])[CH2:3][C:4](=[O:6])[NH:5][CH:17]1[CH2:18][CH2:19][CH2:20][CH2:21][CH3:22])(=[O:16])[CH2:11][CH2:12][CH2:13][CH2:14][CH3:15]. The yield is 0.910. (5) The reactants are [CH2:1]([O:3][C:4](=[O:25])[CH2:5][CH:6]1[CH2:11][CH2:10][N:9]([C:12]2[C:17]([N+:18]([O-])=O)=[CH:16][CH:15]=[C:14]([S:21]([CH3:24])(=[O:23])=[O:22])[N:13]=2)[CH2:8][CH2:7]1)[CH3:2]. The catalyst is [Pd].C(O)C. The product is [CH2:1]([O:3][C:4](=[O:25])[CH2:5][CH:6]1[CH2:11][CH2:10][N:9]([C:12]2[C:17]([NH2:18])=[CH:16][CH:15]=[C:14]([S:21]([CH3:24])(=[O:23])=[O:22])[N:13]=2)[CH2:8][CH2:7]1)[CH3:2]. The yield is 0.940. (6) The reactants are [C:1]([O:5][C:6]([NH:8][CH2:9][C:10]1[CH:15]=[CH:14][C:13]([C:16]2[CH:17]=[CH:18][N:19]3[C:24]([C:25]=2[CH3:26])=[C:23]([CH:27]2[CH2:29][CH2:28]2)[CH:22]=[C:21]([C:30]([O:32]C)=[O:31])[C:20]3=[O:34])=[CH:12][C:11]=1[F:35])=[O:7])([CH3:4])([CH3:3])[CH3:2].[OH-].[Na+]. The catalyst is CO. The product is [C:1]([O:5][C:6]([NH:8][CH2:9][C:10]1[CH:15]=[CH:14][C:13]([C:16]2[CH:17]=[CH:18][N:19]3[C:24]([C:25]=2[CH3:26])=[C:23]([CH:27]2[CH2:29][CH2:28]2)[CH:22]=[C:21]([C:30]([OH:32])=[O:31])[C:20]3=[O:34])=[CH:12][C:11]=1[F:35])=[O:7])([CH3:2])([CH3:3])[CH3:4]. The yield is 0.860. (7) The reactants are [F:1][C:2]([F:7])([F:6])[C:3]([OH:5])=[O:4].C(OC([N:15]1[CH2:20][CH2:19][N:18]([CH2:21][CH2:22][F:23])[CH2:17][CH2:16]1)=O)(C)(C)C. The catalyst is C(Cl)Cl. The product is [OH:5][C:3]([C:2]([F:7])([F:6])[F:1])=[O:4].[OH:5][C:3]([C:2]([F:7])([F:6])[F:1])=[O:4].[F:23][CH2:22][CH2:21][N:18]1[CH2:19][CH2:20][NH:15][CH2:16][CH2:17]1. The yield is 0.960. (8) The reactants are [Br:1][C:2]1[CH:7]=[C:6]([O:8]CC2C=CC=CC=2)[CH:5]=[C:4]([F:16])[CH:3]=1.CN(C)C1C=CC=CC=1.[Cl-].[Al+3].[Cl-].[Cl-]. The catalyst is C(Cl)Cl. The product is [Br:1][C:2]1[CH:7]=[C:6]([OH:8])[CH:5]=[C:4]([F:16])[CH:3]=1. The yield is 0.920. (9) The reactants are [C:1]1([N:7]2[C:12](=[O:13])[C:11]3[S:14][CH:15]=[C:16]([C:17]4[CH:22]=[CH:21][CH:20]=[CH:19][CH:18]=4)[C:10]=3[N:9]=[CH:8]2)[CH:6]=[CH:5][CH:4]=[CH:3][CH:2]=1.N[C:24]1C(C2C=CC=CC=2)=CSC=1C(OC)=O.C(OCC)(OCC)OCC.CC1CCCCC1N. The catalyst is C(O)(=O)C. The product is [CH3:24][CH:2]1[CH2:3][CH2:4][CH2:5][CH2:6][CH:1]1[N:7]1[C:12](=[O:13])[C:11]2[S:14][CH:15]=[C:16]([C:17]3[CH:18]=[CH:19][CH:20]=[CH:21][CH:22]=3)[C:10]=2[N:9]=[CH:8]1. The yield is 0.472.